This data is from Reaction yield outcomes from USPTO patents with 853,638 reactions. The task is: Predict the reaction yield, written as a fraction of the theoretical maximum amount of product (1.0 means a 100% yield; for example, 0.34 means a 34% yield). (1) The reactants are [CH3:1][O:2][C:3](=[O:13])[CH2:4][O:5][C:6]1[CH:11]=[CH:10][C:9]([NH2:12])=[CH:8][CH:7]=1.C(N(CC)CC)C.Cl[C:22](Cl)([O:24]C(=O)OC(Cl)(Cl)Cl)Cl. The catalyst is C1(C)C=CC=CC=1. The product is [CH3:1][O:2][C:3](=[O:13])[CH2:4][O:5][C:6]1[CH:11]=[CH:10][C:9]([N:12]=[C:22]=[O:24])=[CH:8][CH:7]=1. The yield is 0.583. (2) The reactants are [CH:1]1([C:6]([O:8]C)=O)[CH2:5][CH2:4][CH2:3][CH2:2]1.[C:10](#[N:12])[CH3:11].[H-].[Na+]. The catalyst is O1CCCC1. The product is [CH:1]1([C:6](=[O:8])[CH2:11][C:10]#[N:12])[CH2:2][CH2:3][CH2:4][CH2:5]1. The yield is 0.930. (3) The reactants are Br[C:2]1[CH:3]=[CH:4][C:5]([CH2:8][N:9]2[CH2:14][CH2:13][N:12]([CH3:15])[CH2:11][CH2:10]2)=[N:6][CH:7]=1.[B:16]1([B:16]2[O:20][C:19]([CH3:22])([CH3:21])[C:18]([CH3:24])([CH3:23])[O:17]2)[O:20][C:19]([CH3:22])([CH3:21])[C:18]([CH3:24])([CH3:23])[O:17]1.C([O-])(=O)C.[K+].O1CCOCC1.C1(P(C2CCCCC2)C2CCCCC2)CCCCC1. The catalyst is C1C=CC(/C=C/C(/C=C/C2C=CC=CC=2)=O)=CC=1.C1C=CC(/C=C/C(/C=C/C2C=CC=CC=2)=O)=CC=1.C1C=CC(/C=C/C(/C=C/C2C=CC=CC=2)=O)=CC=1.[Pd].[Pd]. The product is [CH3:15][N:12]1[CH2:13][CH2:14][N:9]([CH2:8][C:5]2[CH:4]=[CH:3][C:2]([B:16]3[O:20][C:19]([CH3:22])([CH3:21])[C:18]([CH3:24])([CH3:23])[O:17]3)=[CH:7][N:6]=2)[CH2:10][CH2:11]1. The yield is 2.27. (4) The reactants are C([O:3][C:4]([C:6]1[CH:7]=[N:8][C:9]2[C:14]([C:15]=1[Br:16])=[CH:13][C:12]([O:17][CH3:18])=[CH:11][CH:10]=2)=[O:5])C.[OH-].[Na+].CO.C(Cl)Cl.Cl. The catalyst is C1COCC1. The yield is 0.910. The product is [Br:16][C:15]1[C:14]2[C:9](=[CH:10][CH:11]=[C:12]([O:17][CH3:18])[CH:13]=2)[N:8]=[CH:7][C:6]=1[C:4]([OH:5])=[O:3]. (5) The reactants are [CH:1]1([CH2:6][CH:7]([C:11]2[CH:16]=[CH:15][C:14]([S:17]([CH3:20])(=[O:19])=[O:18])=[CH:13][CH:12]=2)[C:8]([OH:10])=O)[CH2:5][CH2:4][CH2:3][CH2:2]1.F[P-](F)(F)(F)(F)F.N1(O[P+](N(C)C)(N(C)C)N(C)C)C2C=CC=CC=2N=N1.C(N(CC)CC)C.[NH2:55][C:56]1[S:57][C:58]2[CH:64]=[CH:63][CH:62]=[CH:61][C:59]=2[N:60]=1. The catalyst is C(Cl)Cl. The product is [S:57]1[C:58]2[CH:64]=[CH:63][CH:62]=[CH:61][C:59]=2[N:60]=[C:56]1[NH:55][C:8](=[O:10])[CH:7]([C:11]1[CH:16]=[CH:15][C:14]([S:17]([CH3:20])(=[O:19])=[O:18])=[CH:13][CH:12]=1)[CH2:6][CH:1]1[CH2:2][CH2:3][CH2:4][CH2:5]1. The yield is 0.660. (6) The reactants are [NH2:1][C@H:2]([C:6]([NH:8][C@H:9]([C:11]([OH:13])=[O:12])[CH3:10])=[O:7])[CH:3]([CH3:5])[CH3:4].C([O-])([O-])=O.[Na+].[Na+].[C:20](Cl)([O:22][CH2:23][CH:24]1[C:36]2[C:31](=[CH:32][CH:33]=[CH:34][CH:35]=2)[C:30]2[C:25]1=[CH:26][CH:27]=[CH:28][CH:29]=2)=[O:21]. The catalyst is O.O1CCOCC1. The product is [CH:35]1[C:36]2[CH:24]([CH2:23][O:22][C:20]([NH:1][C@@H:2]([CH:3]([CH3:5])[CH3:4])[C:6]([NH:8][C@@H:9]([CH3:10])[C:11]([OH:13])=[O:12])=[O:7])=[O:21])[C:25]3[C:30](=[CH:29][CH:28]=[CH:27][CH:26]=3)[C:31]=2[CH:32]=[CH:33][CH:34]=1. The yield is 0.940. (7) The reactants are [N-:1]=[N+:2]=[N-:3].[Na+].[Cl-].[NH4+].[N:7]1[C:16]2[C:11](=[CH:12][CH:13]=[CH:14][C:15]=2[S:17]([N:20]2[CH2:27][C:26]3[CH:28]=[CH:29][CH:30]=[CH:31][C:25]=3[CH2:24][O:23][CH2:22][C@H:21]2[CH2:32][C:33]#[N:34])(=[O:19])=[O:18])[CH:10]=[CH:9][CH:8]=1.Cl. The catalyst is CN(C=O)C. The product is [NH:1]1[C:33]([CH2:32][C@H:21]2[N:20]([S:17]([C:15]3[CH:14]=[CH:13][CH:12]=[C:11]4[C:16]=3[N:7]=[CH:8][CH:9]=[CH:10]4)(=[O:19])=[O:18])[CH2:27][C:26]3[CH:28]=[CH:29][CH:30]=[CH:31][C:25]=3[CH2:24][O:23][CH2:22]2)=[N:34][N:3]=[N:2]1. The yield is 0.270. (8) The reactants are [OH-].[Na+].C1(S([N:12]2[C:20]3[CH:19]=[CH:18][N:17]=[C:16]([C:21]4[N:22]=[C:23]([N:43]5[CH2:48][CH2:47][O:46][CH2:45][CH2:44]5)[C:24]5[N:29]=[C:28]([CH2:30][N:31]6[CH2:36][CH2:35][N:34]([C:37]([CH3:42])([CH3:41])[C:38]([NH2:40])=[O:39])[CH2:33][CH2:32]6)[S:27][C:25]=5[N:26]=4)[C:15]=3[CH:14]=[CH:13]2)(=O)=O)C=CC=CC=1. The catalyst is O1CCOCC1. The product is [CH3:42][C:37]([N:34]1[CH2:33][CH2:32][N:31]([CH2:30][C:28]2[S:27][C:25]3[N:26]=[C:21]([C:16]4[C:15]5[CH:14]=[CH:13][NH:12][C:20]=5[CH:19]=[CH:18][N:17]=4)[N:22]=[C:23]([N:43]4[CH2:48][CH2:47][O:46][CH2:45][CH2:44]4)[C:24]=3[N:29]=2)[CH2:36][CH2:35]1)([CH3:41])[C:38]([NH2:40])=[O:39]. The yield is 0.230.